Dataset: Full USPTO retrosynthesis dataset with 1.9M reactions from patents (1976-2016). Task: Predict the reactants needed to synthesize the given product. (1) Given the product [NH2:19][CH2:18][C@@H:10]([NH:9][C:7]([C:5]1[S:6][C:2]([Cl:1])=[C:3]([C:30]2[N:34]([CH3:35])[N:33]=[CH:32][CH:31]=2)[CH:4]=1)=[O:8])[CH2:11][CH:12]1[CH2:13][CH2:14][CH2:15][CH2:16][CH2:17]1, predict the reactants needed to synthesize it. The reactants are: [Cl:1][C:2]1[S:6][C:5]([C:7]([NH:9][C@H:10]([CH2:18][N:19]2C(=O)C3C(=CC=CC=3)C2=O)[CH2:11][CH:12]2[CH2:17][CH2:16][CH2:15][CH2:14][CH2:13]2)=[O:8])=[CH:4][C:3]=1[C:30]1[N:34]([CH3:35])[N:33]=[CH:32][CH:31]=1.NN. (2) Given the product [O:21]=[C:20]1[NH:19][C:18]2[CH:22]=[CH:23][CH:24]=[CH:25][C:17]=2[NH:16][C:15](=[O:26])[CH:14]1[NH:13][C:29](=[O:30])[C:28]([F:33])([F:32])[F:27], predict the reactants needed to synthesize it. The reactants are: Cl.CN(C)CCCN=C=NCC.[NH2:13][CH:14]1[C:20](=[O:21])[NH:19][C:18]2[CH:22]=[CH:23][CH:24]=[CH:25][C:17]=2[NH:16][C:15]1=[O:26].[F:27][C:28]([F:33])([F:32])[C:29](O)=[O:30]. (3) Given the product [C:2]([C:5]1[O:6][C:9]2[C:10]([C:11]([O:13][CH3:14])=[O:12])=[CH:15][CH:16]=[CH:17][C:8]=2[N:7]=1)([CH3:4])([CH3:3])[CH3:1], predict the reactants needed to synthesize it. The reactants are: [CH3:1][C:2]([CH:5]=[O:6])([CH3:4])[CH3:3].[NH2:7][C:8]1[C:9](O)=[C:10]([CH:15]=[CH:16][CH:17]=1)[C:11]([O:13][CH3:14])=[O:12].C. (4) Given the product [F:1][C:2]1([F:33])[CH2:7][CH2:6][N:5]([C:8]([C:10]2[N:28]([CH:37]([CH3:39])[CH3:38])[C:13]3=[N:14][CH:15]=[C:16]([O:18][CH2:19][CH2:20][CH2:21][N:22]4[CH2:26][CH2:25][CH2:24][C@H:23]4[CH3:27])[CH:17]=[C:12]3[CH:11]=2)=[O:9])[CH2:4][CH2:3]1, predict the reactants needed to synthesize it. The reactants are: [F:1][C:2]1([F:33])[CH2:7][CH2:6][N:5]([C:8]([C:10]2[N:28](S(C)(=O)=O)[C:13]3=[N:14][CH:15]=[C:16]([O:18][CH2:19][CH2:20][CH2:21][N:22]4[CH2:26][CH2:25][CH2:24][C@H:23]4[CH3:27])[CH:17]=[C:12]3[CH:11]=2)=[O:9])[CH2:4][CH2:3]1.[H-].[Na+].Br[CH:37]([CH3:39])[CH3:38]. (5) Given the product [NH:1]1[CH:5]=[CH:4][N:3]=[C:2]1[CH2:6][N:7]([CH2:14][C:15]1[CH:16]=[CH:17][C:18]([C:19]([NH:56][CH2:55][CH2:54][CH2:53][N:52]([CH2:57][CH2:58][CH3:59])[CH2:49][CH2:50][CH3:51])=[O:21])=[CH:22][CH:23]=1)[CH2:8][C:9]1[NH:13][CH:12]=[CH:11][N:10]=1, predict the reactants needed to synthesize it. The reactants are: [NH:1]1[CH:5]=[CH:4][N:3]=[C:2]1[CH2:6][N:7]([CH2:14][C:15]1[CH:23]=[CH:22][C:18]([C:19]([OH:21])=O)=[CH:17][CH:16]=1)[CH2:8][C:9]1[NH:10][CH:11]=[CH:12][N:13]=1.C1CCC(N=C=NC2CCCCC2)CC1.C1C=CC2N(O)N=NC=2C=1.[CH2:49]([N:52]([CH2:57][CH2:58][CH3:59])[CH2:53][CH2:54][CH2:55][NH2:56])[CH2:50][CH3:51]. (6) Given the product [OH:1][CH:2]([C:19]1[CH:24]=[CH:23][CH:22]=[CH:21][N:20]=1)[CH2:3][N:4]1[C:8]([C:9]2[CH:10]=[CH:11][CH:12]=[CH:13][CH:14]=2)=[C:7]([C:15]([OH:17])=[O:16])[N:6]=[CH:5]1, predict the reactants needed to synthesize it. The reactants are: [OH:1][CH:2]([C:19]1[CH:24]=[CH:23][CH:22]=[CH:21][N:20]=1)[CH2:3][N:4]1[C:8]([C:9]2[CH:14]=[CH:13][CH:12]=[CH:11][CH:10]=2)=[C:7]([C:15]([O:17]C)=[O:16])[N:6]=[CH:5]1.[OH-].[Na+]. (7) Given the product [CH:35]1([C:33]([NH:32][C:30]2[N:31]=[C:26]3[CH:25]=[CH:24][C:23]([O:22][C:21]4[CH:38]=[CH:39][C:18]([NH:17][C:7]([C:5]5[C:4](=[O:10])[N:3]([C:11]6[CH:16]=[CH:15][CH:14]=[CH:13][CH:12]=6)[N:2]([CH3:1])[CH:6]=5)=[O:9])=[CH:19][C:20]=4[F:40])=[CH:28][N:27]3[CH:29]=2)=[O:34])[CH2:36][CH2:37]1, predict the reactants needed to synthesize it. The reactants are: [CH3:1][N:2]1[CH:6]=[C:5]([C:7]([OH:9])=O)[C:4](=[O:10])[N:3]1[C:11]1[CH:16]=[CH:15][CH:14]=[CH:13][CH:12]=1.[NH2:17][C:18]1[CH:39]=[CH:38][C:21]([O:22][C:23]2[CH:24]=[CH:25][C:26]3[N:27]([CH:29]=[C:30]([NH:32][C:33]([CH:35]4[CH2:37][CH2:36]4)=[O:34])[N:31]=3)[CH:28]=2)=[C:20]([F:40])[CH:19]=1.CN(C(ON1N=NC2C=CC=NC1=2)=[N+](C)C)C.F[P-](F)(F)(F)(F)F.C(N(C(C)C)CC)(C)C.